From a dataset of HIV replication inhibition screening data with 41,000+ compounds from the AIDS Antiviral Screen. Binary Classification. Given a drug SMILES string, predict its activity (active/inactive) in a high-throughput screening assay against a specified biological target. (1) The drug is COC(=O)CCc1ccc2c(c1)CC1(Cc3ccccc3C1)C2. The result is 0 (inactive). (2) The compound is Oc1cc2c(cc1O)C1c3ccc(O)c(O)c3OCC1(O)C2. The result is 0 (inactive).